From a dataset of Reaction yield outcomes from USPTO patents with 853,638 reactions. Predict the reaction yield, written as a fraction of the theoretical maximum amount of product (1.0 means a 100% yield; for example, 0.34 means a 34% yield). (1) The reactants are [C:1]([NH:4][C:5]1[CH:13]=[CH:12][CH:11]=[C:10]2[C:6]=1[C:7](=[O:33])[N:8]([CH:15]([C:20]1[CH:25]=[CH:24][C:23]([O:26][CH:27]([F:29])[F:28])=[C:22]([O:30][CH2:31][CH3:32])[CH:21]=1)[CH2:16][C:17]([OH:19])=O)[C:9]2=[O:14])(=[O:3])[CH3:2].C(N1C=CN=C1)(N1C=CN=C1)=O.[NH:46]1[CH2:51][CH2:50][O:49][CH2:48][CH2:47]1.O. The yield is 0.440. The catalyst is O1CCCC1. The product is [F:28][CH:27]([F:29])[O:26][C:23]1[CH:24]=[CH:25][C:20]([CH:15]([N:8]2[C:7](=[O:33])[C:6]3[C:10](=[CH:11][CH:12]=[CH:13][C:5]=3[NH:4][C:1](=[O:3])[CH3:2])[C:9]2=[O:14])[CH2:16][C:17]([N:46]2[CH2:51][CH2:50][O:49][CH2:48][CH2:47]2)=[O:19])=[CH:21][C:22]=1[O:30][CH2:31][CH3:32]. (2) The reactants are [CH3:1][C:2]1[CH:7]=[C:6]([CH3:8])[CH:5]=[CH:4][C:3]=1[CH:9]([C:31]1[CH:36]=[CH:35][CH:34]=[CH:33][CH:32]=1)[NH:10][C:11](=[O:30])[CH2:12][C:13]1[CH:18]=[CH:17][C:16]([O:19][CH2:20][C:21]([C:23]2[C:24]([CH3:29])=[N:25][CH:26]=[CH:27][CH:28]=2)=[O:22])=[CH:15][CH:14]=1.[BH4-].[Na+].O. The catalyst is CO. The product is [CH3:1][C:2]1[CH:7]=[C:6]([CH3:8])[CH:5]=[CH:4][C:3]=1[CH:9]([C:31]1[CH:32]=[CH:33][CH:34]=[CH:35][CH:36]=1)[NH:10][C:11](=[O:30])[CH2:12][C:13]1[CH:18]=[CH:17][C:16]([O:19][CH2:20][CH:21]([OH:22])[C:23]2[C:24]([CH3:29])=[N:25][CH:26]=[CH:27][CH:28]=2)=[CH:15][CH:14]=1. The yield is 0.510. (3) The reactants are [F:1][C:2]([F:17])([F:16])[C:3]([N:5]1[CH2:14][CH2:13][C:12]2[C:7](=[CH:8][C:9]([NH2:15])=[CH:10][CH:11]=2)[CH2:6]1)=[O:4].N1C=CC=CC=1.Cl[C:25](OC1C=CC=CC=1)=[O:26].[Cl:34][C:35]1[CH:41]=[C:40]([O:42][C:43]2[C:44]3[N:51]([CH3:52])[CH:50]=[CH:49][C:45]=3[N:46]=[CH:47][N:48]=2)[CH:39]=[CH:38][C:36]=1[NH2:37]. The catalyst is CN1CCCC1=O. The product is [Cl:34][C:35]1[CH:41]=[C:40]([O:42][C:43]2[C:44]3[N:51]([CH3:52])[CH:50]=[CH:49][C:45]=3[N:46]=[CH:47][N:48]=2)[CH:39]=[CH:38][C:36]=1[NH:37][C:25]([NH:15][C:9]1[CH:8]=[C:7]2[C:12]([CH2:13][CH2:14][N:5]([C:3](=[O:4])[C:2]([F:1])([F:16])[F:17])[CH2:6]2)=[CH:11][CH:10]=1)=[O:26]. The yield is 0.820. (4) The reactants are [NH2:1][C:2]1[CH:26]=[CH:25][C:5]([O:6][C:7]2[C:12]([NH:13][CH3:14])=[C:11]([C:15]#[C:16][CH2:17][O:18][CH:19]3[CH2:24][CH2:23][CH2:22][CH2:21][O:20]3)[N:10]=[CH:9][N:8]=2)=[CH:4][C:3]=1[Cl:27].O. The catalyst is CN(C)C=O.[Cu](I)I. The product is [Cl:27][C:3]1[CH:4]=[C:5]([O:6][C:7]2[C:12]3[N:13]([CH3:14])[C:16]([CH2:17][O:18][CH:19]4[CH2:24][CH2:23][CH2:22][CH2:21][O:20]4)=[CH:15][C:11]=3[N:10]=[CH:9][N:8]=2)[CH:25]=[CH:26][C:2]=1[NH2:1]. The yield is 0.640. (5) The reactants are Br[CH2:2][C:3]1[C:8]([N+:9]([O-:11])=[O:10])=[CH:7][CH:6]=[CH:5][N:4]=1.[Cl:12][C:13]1[CH:14]=[C:15]([OH:20])[CH:16]=[CH:17][C:18]=1[Cl:19]. No catalyst specified. The product is [Cl:12][C:13]1[CH:14]=[C:15]([CH:16]=[CH:17][C:18]=1[Cl:19])[O:20][CH2:2][C:3]1[C:8]([N+:9]([O-:11])=[O:10])=[CH:7][CH:6]=[CH:5][N:4]=1. The yield is 0.720. (6) The reactants are [CH3:1][C:2]1[O:6][N:5]=[C:4]([C:7]2[CH:12]=[CH:11][CH:10]=[CH:9][CH:8]=2)[C:3]=1[C:13]([NH:15][NH2:16])=[O:14].[CH:17]1([C:23](O)=O)[CH2:22][CH2:21][CH2:20][CH2:19][CH2:18]1. No catalyst specified. The product is [CH:17]1([C:23]2[O:14][C:13]([C:3]3[C:4]([C:7]4[CH:12]=[CH:11][CH:10]=[CH:9][CH:8]=4)=[N:5][O:6][C:2]=3[CH3:1])=[N:15][N:16]=2)[CH2:22][CH2:21][CH2:20][CH2:19][CH2:18]1. The yield is 0.820. (7) The product is [N:14]1([CH:11]2[CH2:12][CH2:13][NH:8][CH2:9][CH2:10]2)[CH2:17][CH2:16][CH2:15]1. The reactants are C(OC([N:8]1[CH2:13][CH2:12][CH:11]([N:14]2[CH2:17][CH2:16][CH2:15]2)[CH2:10][CH2:9]1)=O)(C)(C)C.C(O)(C(F)(F)F)=O.C(Cl)Cl. No catalyst specified. The yield is 0.790. (8) The reactants are [C:1](N1C=CN=C1)(N1C=CN=C1)=[O:2].C(O)=O.[CH2:16]([O:23][NH:24][CH2:25][C@@H:26]([O:57][CH2:58][C:59]1[CH:64]=[CH:63][CH:62]=[CH:61][CH:60]=1)[C@@H:27]([O:49][CH2:50][C:51]1[CH:56]=[CH:55][CH:54]=[CH:53][CH:52]=1)[C@H:28]([O:41][CH2:42][C:43]1[CH:48]=[CH:47][CH:46]=[CH:45][CH:44]=1)[CH2:29][O:30][Si:31]([CH:38]([CH3:40])[CH3:39])([CH:35]([CH3:37])[CH3:36])[CH:32]([CH3:34])[CH3:33])[C:17]1[CH:22]=[CH:21][CH:20]=[CH:19][CH:18]=1. The catalyst is C1COCC1.O. The product is [CH2:16]([O:23][N:24]([CH2:25][C@@H:26]([O:57][CH2:58][C:59]1[CH:64]=[CH:63][CH:62]=[CH:61][CH:60]=1)[C@@H:27]([O:49][CH2:50][C:51]1[CH:52]=[CH:53][CH:54]=[CH:55][CH:56]=1)[C@H:28]([O:41][CH2:42][C:43]1[CH:48]=[CH:47][CH:46]=[CH:45][CH:44]=1)[CH2:29][O:30][Si:31]([CH:32]([CH3:34])[CH3:33])([CH:38]([CH3:40])[CH3:39])[CH:35]([CH3:37])[CH3:36])[CH:1]=[O:2])[C:17]1[CH:22]=[CH:21][CH:20]=[CH:19][CH:18]=1. The yield is 0.625. (9) The catalyst is C(Cl)Cl.[Cl-].[Na+].O. The reactants are [NH2:1][C:2]1[CH:3]=[C:4](C2C=C3N=CNC3=NC=2)[C:5]([F:12])=[C:6]([C:10]=1[F:11])[C:7]([NH2:9])=[O:8].[CH:22]1([S:25](Cl)(=[O:27])=[O:26])[CH2:24][CH2:23]1.C([N:32]([CH:35]([CH3:37])C)[CH2:33][CH3:34])(C)C. The yield is 0.300. The product is [CH:22]1([S:25]([NH:1][C:2]2[C:10]([F:11])=[C:6]([C:5]([F:12])=[CH:4][CH:3]=2)[C:7]([NH:9][C:10]2[CH:6]=[C:37]3[CH:34]=[CH:33][NH:32][C:35]3=[N:1][CH:2]=2)=[O:8])(=[O:27])=[O:26])[CH2:24][CH2:23]1. (10) The reactants are [N:1]([C:4]1([CH:20]([CH3:23])[CH2:21][OH:22])[C:17]2[CH:16]=[C:15]([Cl:18])[N:14]=[CH:13][C:12]=2[O:11][C:10]2[C:5]1=[CH:6][C:7]([Br:19])=[CH:8][CH:9]=2)=[N+]=[N-].[H-].[H-].[H-].[H-].[Li+].[Al+3].[O-]S([O-])(=O)=O.[Na+].[Na+]. The catalyst is C1COCC1. The product is [NH2:1][C:4]1([CH:20]([CH3:23])[CH2:21][OH:22])[C:17]2[CH:16]=[C:15]([Cl:18])[N:14]=[CH:13][C:12]=2[O:11][C:10]2[C:5]1=[CH:6][C:7]([Br:19])=[CH:8][CH:9]=2. The yield is 0.700.